From a dataset of HIV replication inhibition screening data with 41,000+ compounds from the AIDS Antiviral Screen. Binary Classification. Given a drug SMILES string, predict its activity (active/inactive) in a high-throughput screening assay against a specified biological target. (1) The compound is COc1ccccc1-c1n[nH]c(-c2ccccc2O)n1. The result is 0 (inactive). (2) The compound is Cc1cc(N(CCC#N)CCC#N)ccc1C=C1N=C(C=Cc2ccccc2)OC(=O)N1. The result is 0 (inactive). (3) The compound is CC(=O)Nc1ccc(C(=O)N2N=C(C)C(=Cc3cccc(O)c3)C2=O)cc1. The result is 0 (inactive). (4) The compound is Clc1ccccc1C(c1ccccc1)(c1ccccc1)n1ccnc1. The result is 0 (inactive). (5) The molecule is CCCNC(=O)N(C)S(=O)(=O)c1ccc(Cl)cc1. The result is 0 (inactive). (6) The result is 0 (inactive). The compound is CC(C)=CCCC(C)=CCC12OC(C)(C)C(Cl)CC1(Cl)C(=O)c1c(O)cc(O)cc1C2=O.[NaH].